From a dataset of Catalyst prediction with 721,799 reactions and 888 catalyst types from USPTO. Predict which catalyst facilitates the given reaction. (1) Product: [C:4]([C:6]1([N:9]([CH2:52][CH3:53])[S:10]([C:13]2[CH:14]=[C:15]([CH:49]=[CH:50][CH:51]=2)[C:16]([NH:18][C:19]2[S:20][C:21]3[CH2:48][CH2:47][CH2:46][CH2:45][C:22]=3[C:23]=2[C:24]([NH:26][C:27]2[CH:32]=[CH:31][C:30]([CH2:33][CH2:34][C:35]3[CH:36]=[CH:37][C:38]([C:39]([OH:41])=[O:40])=[CH:43][CH:44]=3)=[CH:29][CH:28]=2)=[O:25])=[O:17])(=[O:12])=[O:11])[CH2:7][CH2:8]1)([OH:5])=[O:3]. The catalyst class is: 8. Reactant: C([O:3][C:4]([C:6]1([N:9]([CH2:52][CH3:53])[S:10]([C:13]2[CH:14]=[C:15]([CH:49]=[CH:50][CH:51]=2)[C:16]([NH:18][C:19]2[S:20][C:21]3[CH2:48][CH2:47][CH2:46][CH2:45][C:22]=3[C:23]=2[C:24]([NH:26][C:27]2[CH:32]=[CH:31][C:30]([CH2:33][CH2:34][C:35]3[CH:44]=[CH:43][C:38]([C:39]([O:41]C)=[O:40])=[CH:37][CH:36]=3)=[CH:29][CH:28]=2)=[O:25])=[O:17])(=[O:12])=[O:11])[CH2:8][CH2:7]1)=[O:5])C.[OH-].[Na+]. (2) Reactant: Cl.[CH2:2]([O:4][C:5](=[O:8])[CH2:6][NH2:7])[CH3:3].[Cl:9][C:10]1[CH:17]=[CH:16][C:13]([CH:14]=O)=[CH:12][CH:11]=1.C(O)(=O)C.C(O[BH-](OC(=O)C)OC(=O)C)(=O)C.[Na+]. Product: [CH2:2]([O:4][C:5](=[O:8])[CH2:6][NH:7][CH2:14][C:13]1[CH:16]=[CH:17][C:10]([Cl:9])=[CH:11][CH:12]=1)[CH3:3]. The catalyst class is: 26. (3) Reactant: [NH2:1][S:2]([C:5]1[CH:10]=[CH:9][C:8](B(O)O)=[CH:7][CH:6]=1)(=[O:4])=[O:3].C(=O)([O-])[O-].[K+].[K+].Br[C:21]1[CH:22]=[C:23]([C:29]2[N:33]([CH3:34])[C:32]([C:35]([O:37][CH3:38])=[O:36])=[CH:31][C:30]=2[CH3:39])[CH:24]=[CH:25][C:26]=1[O:27][CH3:28].C(O)C. Product: [CH3:28][O:27][C:26]1[C:25]([C:8]2[CH:9]=[CH:10][C:5]([S:2](=[O:4])(=[O:3])[NH2:1])=[CH:6][CH:7]=2)=[CH:24][C:23]([C:29]2[N:33]([CH3:34])[C:32]([C:35]([O:37][CH3:38])=[O:36])=[CH:31][C:30]=2[CH3:39])=[CH:22][CH:21]=1. The catalyst class is: 11. (4) Reactant: C(OC(=O)[NH:7][CH2:8][CH2:9][CH2:10][CH2:11][NH:12][C:13](=[O:39])[CH2:14][C@@H:15]1[N:21]=[C:20]([C:22]2[CH:27]=[CH:26][C:25]([Cl:28])=[CH:24][CH:23]=2)[C:19]2[CH:29]=[C:30]([O:33][CH3:34])[CH:31]=[CH:32][C:18]=2[N:17]2[C:35]([CH3:38])=[N:36][N:37]=[C:16]12)(C)(C)C.C(O)(C(F)(F)F)=O. Product: [NH2:7][CH2:8][CH2:9][CH2:10][CH2:11][NH:12][C:13](=[O:39])[CH2:14][C@@H:15]1[N:21]=[C:20]([C:22]2[CH:23]=[CH:24][C:25]([Cl:28])=[CH:26][CH:27]=2)[C:19]2[CH:29]=[C:30]([O:33][CH3:34])[CH:31]=[CH:32][C:18]=2[N:17]2[C:35]([CH3:38])=[N:36][N:37]=[C:16]12. The catalyst class is: 2. (5) Reactant: Cl[C:2]1[CH:3]=[CH:4][C:5]2[N:6]=[CH:7][N:8]=[C:9]([NH:12][CH:13]3[CH2:18][CH2:17]O[CH2:15][CH2:14]3)[C:10]=2[N:11]=1.[Cl:19][C:20]1[C:25]([NH:26][S:27]([C:30]2[CH:35]=[CH:34][C:33]([F:36])=[CH:32][C:31]=2[F:37])(=[O:29])=[O:28])=[CH:24][C:23](B2OC(C)(C)C(C)(C)O2)=[CH:22][N:21]=1.C(=O)(O)[O-].[Na+]. Product: [Cl:19][C:20]1[C:25]([NH:26][S:27]([C:30]2[CH:35]=[CH:34][C:33]([F:36])=[CH:32][C:31]=2[F:37])(=[O:29])=[O:28])=[CH:24][C:23]([C:2]2[CH:3]=[CH:4][C:5]3[N:6]=[CH:7][N:8]=[C:9]([NH:12][CH:13]4[CH2:18][CH2:17][CH2:15][CH2:14]4)[C:10]=3[N:11]=2)=[CH:22][N:21]=1. The catalyst class is: 12. (6) The catalyst class is: 22. Reactant: [O:1]1[C:5]2[CH:6]=[CH:7][C:8]([C:10]3([C:13]([NH:15][C:16]4[N:21]=[C:20]([C:22]5[CH:27]=[CH:26][N:25]=[C:24]([O:28]C)[CH:23]=5)[C:19]([CH3:30])=[CH:18][CH:17]=4)=[O:14])[CH2:12][CH2:11]3)=[CH:9][C:4]=2[CH2:3][CH2:2]1.I[Si](C)(C)C. Product: [O:1]1[C:5]2[CH:6]=[CH:7][C:8]([C:10]3([C:13]([NH:15][C:16]4[CH:17]=[CH:18][C:19]([CH3:30])=[C:20]([C:22]5[CH:27]=[CH:26][NH:25][C:24](=[O:28])[CH:23]=5)[N:21]=4)=[O:14])[CH2:12][CH2:11]3)=[CH:9][C:4]=2[CH2:3][CH2:2]1.